From a dataset of Catalyst prediction with 721,799 reactions and 888 catalyst types from USPTO. Predict which catalyst facilitates the given reaction. (1) Reactant: Br[C:2]1[CH:3]=[C:4]2[C:10]([CH3:11])=[N:9][N:8]([CH2:12][C:13]3[CH:18]=[CH:17][C:16]([O:19][CH3:20])=[CH:15][CH:14]=3)[C:5]2=[N:6][CH:7]=1.[C:21]([NH:25][C:26]1[CH:27]=[C:28](B(O)O)[CH:29]=[CH:30][CH:31]=1)(=[O:24])[CH:22]=[CH2:23].C([O-])([O-])=O.[Cs+].[Cs+]. Product: [CH3:20][O:19][C:16]1[CH:17]=[CH:18][C:13]([CH2:12][N:8]2[C:5]3=[N:6][CH:7]=[C:2]([C:28]4[CH:27]=[C:26]([NH:25][C:21](=[O:24])[CH:22]=[CH2:23])[CH:31]=[CH:30][CH:29]=4)[CH:3]=[C:4]3[C:10]([CH3:11])=[N:9]2)=[CH:14][CH:15]=1. The catalyst class is: 104. (2) Reactant: Cl[C:2]1[CH:7]=[C:6]([Cl:8])[N:5]=[C:4]([NH2:9])[N:3]=1.[CH3:10][S:11]([C:14]1[CH:19]=[CH:18][C:17]([CH2:20][CH2:21][NH2:22])=[CH:16][CH:15]=1)(=[O:13])=[O:12].CCN(C(C)C)C(C)C.C([O-])(O)=O.[Na+]. Product: [Cl:8][C:6]1[N:5]=[C:4]([NH2:9])[N:3]=[C:2]([NH:22][CH2:21][CH2:20][C:17]2[CH:16]=[CH:15][C:14]([S:11]([CH3:10])(=[O:13])=[O:12])=[CH:19][CH:18]=2)[CH:7]=1. The catalyst class is: 41. (3) Reactant: [Cl:1][C:2]1[CH:3]=[C:4](O)[CH:5]=[C:6]([Cl:8])[CH:7]=1.Br[CH:11]([CH2:23][O:24][CH3:25])[C:12]([NH:14][C:15]([CH3:22])([CH3:21])[C:16]#[C:17][CH2:18][O:19][CH3:20])=[O:13].C(=O)([O-])[O-].[K+].[K+].C(OCC)(=O)C. Product: [Cl:1][C:2]1[CH:3]=[C:4]([CH:11]([CH2:23][O:24][CH3:25])[C:12]([NH:14][C:15]([CH3:22])([CH3:21])[C:16]#[C:17][CH2:18][O:19][CH3:20])=[O:13])[CH:5]=[C:6]([Cl:8])[CH:7]=1. The catalyst class is: 35. (4) Reactant: [CH3:1][C:2]1[CH:13]=[C:12]([N+:14]([O-:16])=[O:15])[CH:11]=[C:10]([CH3:17])[C:3]=1[O:4][CH2:5][C:6]([NH:8][NH2:9])=[O:7].[NH:18]1[C:26]2[CH:25]=[CH:24][CH:23]=[C:22]([CH:27]=O)[C:21]=2[CH:20]=[CH:19]1. Product: [NH:18]1[C:26]2[C:21](=[C:22](/[CH:27]=[N:9]/[NH:8][C:6](=[O:7])[CH2:5][O:4][C:3]3[C:2]([CH3:1])=[CH:13][C:12]([N+:14]([O-:16])=[O:15])=[CH:11][C:10]=3[CH3:17])[CH:23]=[CH:24][CH:25]=2)[CH:20]=[CH:19]1. The catalyst class is: 14. (5) Reactant: [CH:1]1[C:14]2[C:15]3=[C:16]4[C:11](=[CH:12][CH:13]=2)[CH:10]=[CH:9][CH:8]=[C:7]4[CH:6]=[CH:5][C:4]3=[CH:3][CH:2]=1.[C:17](Cl)([CH3:20])([CH3:19])[CH3:18].ClCCl.[Cl-].[Al+3].[Cl-].[Cl-]. Product: [C:17]([C:9]1[CH:10]=[C:11]2[C:16]3=[C:15]4[C:4]([CH:3]=[CH:2][CH:1]=[C:14]4[CH:13]=[CH:12]2)=[CH:5][CH:6]=[C:7]3[CH:8]=1)([CH3:20])([CH3:19])[CH3:18]. The catalyst class is: 6. (6) Reactant: C(N(C(C)C)CC)(C)C.[CH3:10][S:11](Cl)(=[O:13])=[O:12].[OH:15][CH2:16][CH2:17][O:18][CH:19]([C:28]1[NH:29][CH:30]=[N:31][CH:32]=1)[C:20]1[CH:27]=[CH:26][C:23]([C:24]#[N:25])=[CH:22][CH:21]=1.O. Product: [CH3:10][S:11]([O:15][CH2:16][CH2:17][O:18][CH:19]([C:20]1[CH:27]=[CH:26][C:23]([C:24]#[N:25])=[CH:22][CH:21]=1)[C:28]1[NH:29][CH:30]=[N:31][CH:32]=1)(=[O:13])=[O:12]. The catalyst class is: 4. (7) Reactant: [C:1]([C:3]1[CH2:4][CH2:5][N:6]([C:9]([O:11][C:12]([CH3:15])([CH3:14])[CH3:13])=[O:10])[CH2:7][CH:8]=1)#[N:2].[N-:16]=[N+:17]=[N-:18].[Na+].[Cl-].[NH4+].[OH-].[Na+].Cl.C(O[CH2:29][CH3:30])(=O)C. Product: [C:30]1([N:18]2[N:17]=[N:16][C:1]([C:3]3[CH2:8][CH2:7][N:6]([C:9]([O:11][C:12]([CH3:15])([CH3:14])[CH3:13])=[O:10])[CH2:5][CH:4]=3)=[N:2]2)[CH:29]=[CH:7][CH:8]=[CH:3][CH:1]=1. The catalyst class is: 9.